From a dataset of Reaction yield outcomes from USPTO patents with 853,638 reactions. Predict the reaction yield, written as a fraction of the theoretical maximum amount of product (1.0 means a 100% yield; for example, 0.34 means a 34% yield). (1) The catalyst is C1COCC1. The yield is 0.990. The reactants are [F:1][C:2]([F:33])([F:32])[C:3]1([CH2:7][N:8]2[CH2:13][CH2:12][CH:11]([CH2:14][O:15][C:16]3[N:21]=[CH:20][C:19]([C:22]4[CH:31]=[CH:30][C:25]([C:26]([O:28]C)=[O:27])=[CH:24][CH:23]=4)=[CH:18][N:17]=3)[CH2:10][CH2:9]2)[CH2:6][CH2:5][CH2:4]1.O[Li].O. The product is [F:33][C:2]([F:1])([F:32])[C:3]1([CH2:7][N:8]2[CH2:13][CH2:12][CH:11]([CH2:14][O:15][C:16]3[N:17]=[CH:18][C:19]([C:22]4[CH:31]=[CH:30][C:25]([C:26]([OH:28])=[O:27])=[CH:24][CH:23]=4)=[CH:20][N:21]=3)[CH2:10][CH2:9]2)[CH2:6][CH2:5][CH2:4]1. (2) The reactants are [CH3:1][O:2][C:3]([C:5]1[C:10](Br)=[C:9]([NH:12][CH2:13][CH:14]2[CH2:16][CH2:15]2)[CH:8]=[C:7]([Cl:17])[N:6]=1)=[O:4].[CH2:18]([Sn](CCCC)(CCCC)C=C)[CH2:19]CC.ClCCl. The catalyst is CN(C)C=O.[Cl-].[Na+].O.Cl[Pd](Cl)([P](C1C=CC=CC=1)(C1C=CC=CC=1)C1C=CC=CC=1)[P](C1C=CC=CC=1)(C1C=CC=CC=1)C1C=CC=CC=1. The product is [CH3:1][O:2][C:3]([C:5]1[C:10]([CH:18]=[CH2:19])=[C:9]([NH:12][CH2:13][CH:14]2[CH2:16][CH2:15]2)[CH:8]=[C:7]([Cl:17])[N:6]=1)=[O:4]. The yield is 0.180. (3) The reactants are [CH:1]1([NH:4][C:5](=[O:22])[C:6]2[CH:11]=[CH:10][C:9]([B:12]3[O:16]C(C)(C)C(C)(C)[O:13]3)=[CH:8][C:7]=2[CH3:21])[CH2:3][CH2:2]1.I([O-])(=O)(=O)=O.[Na+].C([O-])(=O)C.[NH4+].Cl. The catalyst is CC(C)=O.O. The product is [CH:1]1([NH:4][C:5]([C:6]2[CH:11]=[CH:10][C:9]([B:12]([OH:16])[OH:13])=[CH:8][C:7]=2[CH3:21])=[O:22])[CH2:2][CH2:3]1. The yield is 0.943. (4) The reactants are [CH3:1][S:2][C:3]1[CH:12]=[C:11]2[C:6]([N:7]=[CH:8][C:9](=O)[NH:10]2)=[CH:5][CH:4]=1.P(Cl)(Cl)([Cl:16])=O. The catalyst is ClCCl. The product is [Cl:16][C:9]1[CH:8]=[N:7][C:6]2[C:11](=[CH:12][C:3]([S:2][CH3:1])=[CH:4][CH:5]=2)[N:10]=1. The yield is 0.330.